From a dataset of Reaction yield outcomes from USPTO patents with 853,638 reactions. Predict the reaction yield, written as a fraction of the theoretical maximum amount of product (1.0 means a 100% yield; for example, 0.34 means a 34% yield). (1) The reactants are [NH2:1][C:2]1[N:7]=[CH:6][N:5]=[C:4]2[N:8]([C@@H:26]3[CH2:31][CH2:30][CH2:29][N:28](C(OC(C)(C)C)=O)[CH2:27]3)[N:9]=[C:10]([C:11]3[CH:16]=[CH:15][C:14]([O:17][C:18]4[CH:23]=[C:22]([F:24])[CH:21]=[CH:20][C:19]=4[F:25])=[CH:13][CH:12]=3)[C:3]=12.C(O)(C(F)(F)F)=O. The catalyst is ClCCl. The product is [F:25][C:19]1[CH:20]=[CH:21][C:22]([F:24])=[CH:23][C:18]=1[O:17][C:14]1[CH:13]=[CH:12][C:11]([C:10]2[C:3]3[C:4](=[N:5][CH:6]=[N:7][C:2]=3[NH2:1])[N:8]([C@@H:26]3[CH2:31][CH2:30][CH2:29][NH:28][CH2:27]3)[N:9]=2)=[CH:16][CH:15]=1. The yield is 0.990. (2) The reactants are Cl[C:2]1[N:3]=[CH:4][C:5]2[C:10]([CH3:11])=[C:9]([C:12](=[O:14])[CH3:13])[N:8]([CH:15]3[CH2:19][CH2:18][CH2:17][CH2:16]3)[C:6]=2[N:7]=1.[NH2:20][C:21]1[CH:26]=[CH:25][C:24]([N:27]2[CH2:32][CH2:31][N:30]([C:33](=[O:35])[CH3:34])[CH2:29][CH2:28]2)=[CH:23][CH:22]=1.C1C=CC(P(C2C(C3C(P(C4C=CC=CC=4)C4C=CC=CC=4)=CC=C4C=3C=CC=C4)=C3C(C=CC=C3)=CC=2)C2C=CC=CC=2)=CC=1.CC([O-])(C)C.[Na+]. The catalyst is O1CCOCC1.C1C=CC(/C=C/C(/C=C/C2C=CC=CC=2)=O)=CC=1.C1C=CC(/C=C/C(/C=C/C2C=CC=CC=2)=O)=CC=1.C1C=CC(/C=C/C(/C=C/C2C=CC=CC=2)=O)=CC=1.[Pd].[Pd].O. The product is [C:33]([N:30]1[CH2:29][CH2:28][N:27]([C:24]2[CH:25]=[CH:26][C:21]([NH:20][C:2]3[N:3]=[CH:4][C:5]4[C:10]([CH3:11])=[C:9]([C:12](=[O:14])[CH3:13])[N:8]([CH:15]5[CH2:19][CH2:18][CH2:17][CH2:16]5)[C:6]=4[N:7]=3)=[CH:22][CH:23]=2)[CH2:32][CH2:31]1)(=[O:35])[CH3:34]. The yield is 0.240. (3) The reactants are [C:1]([C:3]1[CH:8]=[CH:7][C:6]([N:9]2[C:13]([C:14]3[CH:19]=[CH:18][C:17]([CH3:20])=[CH:16][CH:15]=3)=[CH:12][C:11]([N:21]([CH2:29][CH:30]3[CH2:34][CH2:33][N:32](C(OC(C)(C)C)=O)[CH2:31]3)C(OC(C)(C)C)=O)=[N:10]2)=[CH:5][CH:4]=1)#[N:2].Cl.O1CCOCC1. The catalyst is C(Cl)Cl. The product is [CH3:20][C:17]1[CH:18]=[CH:19][C:14]([C:13]2[N:9]([C:6]3[CH:5]=[CH:4][C:3]([C:1]#[N:2])=[CH:8][CH:7]=3)[N:10]=[C:11]([NH:21][CH2:29][CH:30]3[CH2:34][CH2:33][NH:32][CH2:31]3)[CH:12]=2)=[CH:15][CH:16]=1. The yield is 0.390. (4) The reactants are Cl.CC1(C)[O:8][CH2:7][CH:6]([N:9]2[CH2:14][CH2:13][C:12]3=[N:15][N:16]([C:19]4[S:23][C:22]([C:24]5[CH:25]=[CH:26][C:27]([O:32][CH:33]([CH3:35])[CH3:34])=[C:28]([CH:31]=5)[C:29]#[N:30])=[N:21][N:20]=4)[C:17]([CH3:18])=[C:11]3[CH2:10]2)[CH2:5][O:4]1. The catalyst is C1COCC1. The product is [OH:4][CH2:5][CH:6]([N:9]1[CH2:14][CH2:13][C:12]2=[N:15][N:16]([C:19]3[S:23][C:22]([C:24]4[CH:25]=[CH:26][C:27]([O:32][CH:33]([CH3:35])[CH3:34])=[C:28]([CH:31]=4)[C:29]#[N:30])=[N:21][N:20]=3)[C:17]([CH3:18])=[C:11]2[CH2:10]1)[CH2:7][OH:8]. The yield is 0.420. (5) The reactants are O.[OH-].[Li+].[CH3:4][S:5]([N:8]1[CH2:13][CH2:12][N:11]([C:14]([C:16]2[C:25]([NH:26][C:27]([NH:29][C:30]3[C:35]([CH3:36])=[CH:34][C:33]([CH3:37])=[CH:32][C:31]=3[CH3:38])=[O:28])=[CH:24][C:23]3[C:18](=[CH:19][CH:20]=[CH:21][CH:22]=3)[CH:17]=2)=[O:15])[C@H:10]([C:39]([O:41]C)=[O:40])[CH2:9]1)(=[O:7])=[O:6].O.Cl. The catalyst is O1CCOCC1. The product is [CH3:4][S:5]([N:8]1[CH2:13][CH2:12][N:11]([C:14]([C:16]2[C:25]([NH:26][C:27]([NH:29][C:30]3[C:35]([CH3:36])=[CH:34][C:33]([CH3:37])=[CH:32][C:31]=3[CH3:38])=[O:28])=[CH:24][C:23]3[C:18](=[CH:19][CH:20]=[CH:21][CH:22]=3)[CH:17]=2)=[O:15])[C@H:10]([C:39]([OH:41])=[O:40])[CH2:9]1)(=[O:6])=[O:7]. The yield is 0.190.